From a dataset of Reaction yield outcomes from USPTO patents with 853,638 reactions. Predict the reaction yield, written as a fraction of the theoretical maximum amount of product (1.0 means a 100% yield; for example, 0.34 means a 34% yield). The product is [N:1]([CH2:4][CH2:5][NH:6][C:7](=[O:21])[C:8]1[CH:26]=[CH:25][C:11]([CH2:12][CH2:13][CH2:14][CH2:15][CH2:16][CH2:17][CH2:18][CH2:19][CH3:20])=[CH:10][CH:9]=1)=[N+:2]=[N-:3]. The catalyst is ClCCl. The reactants are [N:1]([CH2:4][CH2:5][NH:6][C:7](=[O:21])[CH2:8][CH2:9][CH2:10][CH2:11][CH2:12][CH2:13][CH2:14][CH2:15][CH2:16][CH2:17][CH2:18][CH2:19][CH3:20])=[N+:2]=[N-:3].N([CH2:25][CH2:26]N)=[N+]=[N-].C(N(CC)CC)C. The yield is 0.800.